From a dataset of Catalyst prediction with 721,799 reactions and 888 catalyst types from USPTO. Predict which catalyst facilitates the given reaction. (1) Reactant: Cl[C:2]1[CH:7]=[C:6]([C:8]([F:11])([F:10])[F:9])[N:5]=[C:4]([C:12]2[CH:17]=[CH:16][CH:15]=[C:14]([Cl:18])[CH:13]=2)[N:3]=1.CC1(C)C(C)(C)OB([CH2:27][C:28]2[CH:33]=[CH:32][C:31]([CH2:34][C:35]([O:37][CH3:38])=[O:36])=[CH:30][CH:29]=2)O1.C([O-])([O-])=O.[Na+].[Na+].O1CCOCC1. Product: [Cl:18][C:14]1[CH:13]=[C:12]([C:4]2[N:3]=[C:2]([CH2:27][C:28]3[CH:29]=[CH:30][C:31]([CH2:34][C:35]([O:37][CH3:38])=[O:36])=[CH:32][CH:33]=3)[CH:7]=[C:6]([C:8]([F:11])([F:10])[F:9])[N:5]=2)[CH:17]=[CH:16][CH:15]=1. The catalyst class is: 263. (2) Reactant: [O:1]=[C:2]1[N:6]2[CH2:7][C:8](=[O:14])[NH:9][C:10]3[CH:11]=[CH:12][CH:13]=[C:4]([C:5]=32)[N:3]1[CH2:15][C:16]([O-:18])=O.[Na+].[NH2:20][C:21]1[CH:22]=[C:23]2[CH2:38][C:28]3([C:36]4[C:31](=[N:32][CH:33]=[CH:34][CH:35]=4)[NH:30][C:29]3=[O:37])[CH2:27][C:24]2=[N:25][CH:26]=1.C1CN(C(Cl)=[N+]2CCCC2)CC1.F[P-](F)(F)(F)(F)F.C(N(CC)C(C)C)(C)C. Product: [O:1]=[C:2]1[N:6]2[CH2:7][C:8](=[O:14])[NH:9][C:10]3[CH:11]=[CH:12][CH:13]=[C:4]([C:5]=32)[N:3]1[CH2:15][C:16]([NH:20][C:21]1[CH:22]=[C:23]2[CH2:38][C:28]3([C:36]4[C:31](=[N:32][CH:33]=[CH:34][CH:35]=4)[NH:30][C:29]3=[O:37])[CH2:27][C:24]2=[N:25][CH:26]=1)=[O:18]. The catalyst class is: 1. (3) Reactant: [Br:1][C:2]1[CH:3]=[C:4]([CH:16]=[CH:17][C:18]=1[Cl:19])[C:5]([NH:7][C:8]1[CH:13]=[CH:12][CH:11]=[CH:10][C:9]=1[O:14][CH3:15])=[O:6].[H-].[Na+].I[CH3:23]. Product: [Br:1][C:2]1[CH:3]=[C:4]([CH:16]=[CH:17][C:18]=1[Cl:19])[C:5]([N:7]([C:8]1[CH:13]=[CH:12][CH:11]=[CH:10][C:9]=1[O:14][CH3:15])[CH3:23])=[O:6]. The catalyst class is: 3.